Dataset: Full USPTO retrosynthesis dataset with 1.9M reactions from patents (1976-2016). Task: Predict the reactants needed to synthesize the given product. (1) Given the product [CH2:19]([O:18][C:16](=[O:17])[C:15]([C:13]#[N:14])=[CH:6][C:5]1[CH:4]=[C:3]([O:2][CH3:1])[CH:10]=[C:9]([O:11][CH3:12])[CH:8]=1)[CH3:20], predict the reactants needed to synthesize it. The reactants are: [CH3:1][O:2][C:3]1[CH:4]=[C:5]([CH:8]=[C:9]([O:11][CH3:12])[CH:10]=1)[CH:6]=O.[C:13]([CH2:15][C:16]([O:18][CH2:19][CH3:20])=[O:17])#[N:14].N1CCCCC1. (2) Given the product [Cl:23][C:14]1[C:13]2[CH:12]3[N:11]([S:8]([C:5]4[CH:6]=[CH:7][C:2]([Cl:1])=[CH:3][CH:4]=4)(=[O:9])=[O:10])[CH:19]([CH2:18][C:17]=2[NH:16][N:15]=1)[CH2:20][CH2:21][CH2:22]3, predict the reactants needed to synthesize it. The reactants are: [Cl:1][C:2]1[CH:7]=[CH:6][C:5]([S:8]([N:11]2[CH:19]3[CH2:20][CH2:21][CH2:22][CH:12]2[C:13]2[CH:14]=[N:15][NH:16][C:17]=2[CH2:18]3)(=[O:10])=[O:9])=[CH:4][CH:3]=1.[Cl:23]N1C(=O)CCC1=O.